From a dataset of Catalyst prediction with 721,799 reactions and 888 catalyst types from USPTO. Predict which catalyst facilitates the given reaction. (1) Reactant: [Si:1]([O:18][CH:19]1[CH2:24][CH2:23][CH:22]([CH2:25][OH:26])[CH2:21][CH2:20]1)([C:14]([CH3:17])([CH3:16])[CH3:15])([C:8]1[CH:13]=[CH:12][CH:11]=[CH:10][CH:9]=1)[C:2]1[CH:7]=[CH:6][CH:5]=[CH:4][CH:3]=1.C(N(CC)CC)C. Product: [Si:1]([O:18][CH:19]1[CH2:20][CH2:21][CH:22]([CH:25]=[O:26])[CH2:23][CH2:24]1)([C:14]([CH3:17])([CH3:16])[CH3:15])([C:8]1[CH:13]=[CH:12][CH:11]=[CH:10][CH:9]=1)[C:2]1[CH:3]=[CH:4][CH:5]=[CH:6][CH:7]=1. The catalyst class is: 16. (2) Reactant: Cl.N[C@H]1CCC[C@H]1CO.[F:10][C:11]1[CH:16]=[C:15]([F:17])[CH:14]=[CH:13][C:12]=1[CH2:18][NH:19][C:20]([C:22]1[C:23](=[O:48])[C:24]([O:40]CC2C=CC=CC=2)=[C:25]2[C:34](=[O:35])[N:33]3[CH:28]([O:29][CH2:30][CH:31]4[CH2:38][CH2:37][CH2:36][CH:32]43)[CH2:27][N:26]2[CH:39]=1)=[O:21].FC1C=C(F)C=CC=1CNC(C1C2N3C(=O)C4=C(O)C(=O)C=CN4CC3OCC2CC1)=O. Product: [F:10][C:11]1[CH:16]=[C:15]([F:17])[CH:14]=[CH:13][C:12]=1[CH2:18][NH:19][C:20]([C:22]1[C:23](=[O:48])[C:24]([OH:40])=[C:25]2[C:34](=[O:35])[N:33]3[CH:28]([O:29][CH2:30][CH:31]4[CH2:38][CH2:37][CH2:36][CH:32]43)[CH2:27][N:26]2[CH:39]=1)=[O:21]. The catalyst class is: 45. (3) Reactant: C(Cl)(=O)C.C(O)(=O)C.C(O)(=O)C(O)=O.[CH2:15]([NH:17][NH2:18])[CH3:16].[NH:19]1[C:27]2[C:22](=[CH:23][CH:24]=[CH:25][CH:26]=2)[C:21]([C:28](=O)[C:29]([O:31]C)=O)=[CH:20]1. Product: [CH2:15]([N:17]1[CH:20]=[C:21]2[C:28]([C:29](=[O:31])[NH:19][C:27]3[CH:26]=[CH:25][CH:24]=[CH:23][C:22]=32)=[N:18]1)[CH3:16]. The catalyst class is: 8. (4) Reactant: [Cl-].[In+3].[Cl-].[Cl-].[CH2:5]=O.[I:7][C:8]1[CH:14]=[CH:13][C:11]([NH2:12])=[CH:10][CH:9]=1.[CH3:15][O:16][C:17]([O:21][Si](C)(C)C)=[C:18]([CH3:20])[CH3:19]. Product: [I:7][C:8]1[CH:14]=[CH:13][C:11]([NH:12][CH2:19][C:18]([CH3:5])([CH3:20])[C:17]([O:16][CH3:15])=[O:21])=[CH:10][CH:9]=1. The catalyst class is: 69. (5) Reactant: [NH2:1][OH:2].NO.Cl.[OH-].[Na+].[CH:8]([C:11]1[CH:18]=[CH:17][C:14]([C:15]#[N:16])=[CH:13][CH:12]=1)([CH3:10])[CH3:9]. Product: [OH:2][N:1]=[C:15]([C:14]1[CH:17]=[CH:18][C:11]([CH:8]([CH3:10])[CH3:9])=[CH:12][CH:13]=1)[NH2:16]. The catalyst class is: 315.